From a dataset of Catalyst prediction with 721,799 reactions and 888 catalyst types from USPTO. Predict which catalyst facilitates the given reaction. (1) Reactant: [N+:1]([C:4]1[CH:9]=[CH:8][C:7]([CH2:10][CH2:11][CH2:12][C:13]([O:15][CH3:16])=[O:14])=[CH:6][CH:5]=1)([O-])=O. Product: [NH2:1][C:4]1[CH:5]=[CH:6][C:7]([CH2:10][CH2:11][CH2:12][C:13]([O:15][CH3:16])=[O:14])=[CH:8][CH:9]=1. The catalyst class is: 19. (2) Reactant: [CH2:1]([C:5]1[C:10]([O:11][CH3:12])=[CH:9][C:8]2[O:13][CH2:14][C:15]3[C:19]([C:20]([O:22]CC)=[O:21])=[N:18][N:17]([C:25]4[CH:29]=[CH:28][S:27][CH:26]=4)[C:16]=3[C:7]=2[CH:6]=1)[CH:2]([CH3:4])[CH3:3].C1COCC1.O.[Li+].[OH-]. Product: [CH2:1]([C:5]1[C:10]([O:11][CH3:12])=[CH:9][C:8]2[O:13][CH2:14][C:15]3[C:19]([C:20]([OH:22])=[O:21])=[N:18][N:17]([C:25]4[CH:29]=[CH:28][S:27][CH:26]=4)[C:16]=3[C:7]=2[CH:6]=1)[CH:2]([CH3:4])[CH3:3]. The catalyst class is: 5.